From a dataset of Reaction yield outcomes from USPTO patents with 853,638 reactions. Predict the reaction yield, written as a fraction of the theoretical maximum amount of product (1.0 means a 100% yield; for example, 0.34 means a 34% yield). (1) The reactants are Br[CH2:2][CH2:3][O:4][CH2:5][CH2:6][O:7][CH3:8].[OH:9][C:10]1[CH:18]=[CH:17][CH:16]=[C:15]2[C:11]=1[C:12](=[O:29])[N:13]([CH2:20][C:21]1[CH:26]=[CH:25][C:24]([O:27][CH3:28])=[CH:23][CH:22]=1)[C:14]2=[O:19].C(=O)([O-])[O-].[K+].[K+].[I-].[K+]. The catalyst is CN(C=O)C. The product is [CH3:28][O:27][C:24]1[CH:25]=[CH:26][C:21]([CH2:20][N:13]2[C:12](=[O:29])[C:11]3[C:15](=[CH:16][CH:17]=[CH:18][C:10]=3[O:9][CH2:2][CH2:3][O:4][CH2:5][CH2:6][O:7][CH3:8])[C:14]2=[O:19])=[CH:22][CH:23]=1. The yield is 0.730. (2) The reactants are [CH3:1][C:2]1[C:10]([N+:11]([O-:13])=[O:12])=[CH:9][CH:8]=[CH:7][C:3]=1[C:4]([OH:6])=[O:5].[Br:14]N1C(C)(C)C(=O)N(Br)C1=O. The catalyst is OS(O)(=O)=O. The product is [Br:14][C:8]1[CH:9]=[C:10]([N+:11]([O-:13])=[O:12])[C:2]([CH3:1])=[C:3]([CH:7]=1)[C:4]([OH:6])=[O:5]. The yield is 1.00. (3) The reactants are FC(F)(F)C(O)=O.[Cl:8][C:9]1[C:10]([F:38])=[C:11]([CH:15]2[C:19]([C:22]3[CH:27]=[CH:26][C:25]([Cl:28])=[CH:24][C:23]=3[F:29])([C:20]#[N:21])[CH:18]([CH2:30][C:31]([CH3:34])([CH3:33])[CH3:32])[NH:17][CH:16]2[C:35]([OH:37])=O)[CH:12]=[CH:13][CH:14]=1.Cl.[NH:40]1[CH2:43][CH:42]([OH:44])[CH2:41]1.CN(C(ON1N=NC2C=CC=NC1=2)=[N+](C)C)C.F[P-](F)(F)(F)(F)F.CCN(C(C)C)C(C)C. The catalyst is C(Cl)Cl. The product is [Cl:8][C:9]1[C:10]([F:38])=[C:11]([CH:15]2[CH:16]([C:35]([N:40]3[CH2:43][CH:42]([OH:44])[CH2:41]3)=[O:37])[NH:17][CH:18]([CH2:30][C:31]([CH3:32])([CH3:34])[CH3:33])[C:19]2([C:22]2[CH:27]=[CH:26][C:25]([Cl:28])=[CH:24][C:23]=2[F:29])[C:20]#[N:21])[CH:12]=[CH:13][CH:14]=1. The yield is 0.890. (4) The reactants are Br[C:2]1[CH:7]=[CH:6][CH:5]=[CH:4][C:3]=1[C:8]1[N:12]([S:13]([C:16]2[CH:17]=[N:18][CH:19]=[CH:20][CH:21]=2)(=[O:15])=[O:14])[CH:11]=[C:10]([CH:22]=[O:23])[CH:9]=1.O.[CH3:25][N:26](C)C=O. The catalyst is [C-]#N.[Zn+2].[C-]#N.C1C=CC([P]([Pd]([P](C2C=CC=CC=2)(C2C=CC=CC=2)C2C=CC=CC=2)([P](C2C=CC=CC=2)(C2C=CC=CC=2)C2C=CC=CC=2)[P](C2C=CC=CC=2)(C2C=CC=CC=2)C2C=CC=CC=2)(C2C=CC=CC=2)C2C=CC=CC=2)=CC=1. The product is [CH:22]([C:10]1[CH:9]=[C:8]([C:3]2[CH:4]=[CH:5][CH:6]=[CH:7][C:2]=2[C:25]#[N:26])[N:12]([S:13]([C:16]2[CH:17]=[N:18][CH:19]=[CH:20][CH:21]=2)(=[O:15])=[O:14])[CH:11]=1)=[O:23]. The yield is 0.630. (5) The catalyst is CN(C=O)C.ClCCl. The yield is 0.130. The product is [N:25]12[CH2:30][CH2:29][CH:28]([CH2:27][CH2:26]1)[CH:23]([NH:22][C:17]([C:5]1[CH:4]=[CH:3][C:2]([Br:1])=[C:10]3[O:9][C:8]([C:11]4[CH:12]=[CH:13][CH:14]=[CH:15][CH:16]=4)=[N:7][C:6]=13)=[O:19])[CH2:24]2. The reactants are [Br:1][C:2]1[CH:3]=[CH:4][C:5]([C:17]([OH:19])=O)=[C:6]2[C:10]=1[O:9][C:8]([C:11]1[CH:16]=[CH:15][CH:14]=[CH:13][CH:12]=1)=[N:7]2.Cl.Cl.[NH2:22][CH:23]1[CH:28]2[CH2:29][CH2:30][N:25]([CH2:26][CH2:27]2)[CH2:24]1.Cl.C(N=C=NCCCN(C)C)C.ON1C2C=CC=CC=2N=N1.C(N(CC)CC)C. (6) The reactants are [N:1]([C:4]12[CH2:13][CH:8]3[CH2:9][CH:10]([CH2:12][CH:6]([CH2:7]3)[CH2:5]1)[CH2:11]2)=[N+:2]=[N-:3].[CH3:14][O:15][C:16]1[CH:21]=[CH:20][C:19]([O:22][CH2:23][C:24]#[CH:25])=[CH:18][C:17]=1[O:26][CH3:27].O=C1O[C@H]([C@H](CO)O)C([O-])=C1O.[Na+]. The catalyst is C(O)(C)(C)C.O.[O-]S([O-])(=O)=O.[Cu+2]. The product is [C:4]12([N:1]3[CH:25]=[C:24]([CH2:23][O:22][C:19]4[CH:20]=[CH:21][C:16]([O:15][CH3:14])=[C:17]([O:26][CH3:27])[CH:18]=4)[N:3]=[N:2]3)[CH2:5][CH:6]3[CH2:12][CH:10]([CH2:9][CH:8]([CH2:7]3)[CH2:13]1)[CH2:11]2. The yield is 0.850. (7) No catalyst specified. The yield is 0.720. The product is [NH2:1][C:2]1[CH:7]=[CH:6][C:5]([CH:8]2[CH2:13][CH2:12][N:11]([C:14]([O:16][C:17]([CH3:20])([CH3:18])[CH3:19])=[O:15])[CH2:10][CH2:9]2)=[N:4][C:3]=1[C:21](=[O:23])[NH2:26]. The reactants are [NH2:1][C:2]1[C:3]([C:21]([O:23]CC)=O)=[N:4][C:5]([CH:8]2[CH2:13][CH2:12][N:11]([C:14]([O:16][C:17]([CH3:20])([CH3:19])[CH3:18])=[O:15])[CH2:10][CH2:9]2)=[CH:6][CH:7]=1.[NH3:26]. (8) The catalyst is ClCCl.CN(C)C=O. The yield is 0.510. The product is [CH3:5][C:6]([CH3:32])([CH2:7][C:8]([N:37]1[CH2:38][CH2:39][N:34]([CH3:33])[CH2:35][CH2:36]1)=[O:10])[CH2:11][C:12]([NH:13][C:14]1[CH:19]=[CH:18][C:17]([O:20][C:21](=[O:30])[N:22]([CH3:29])[C:23]2[CH:24]=[CH:25][CH:26]=[CH:27][CH:28]=2)=[N:16][CH:15]=1)=[O:31]. The reactants are S(Cl)(Cl)=O.[CH3:5][C:6]([CH3:32])([CH2:11][C:12](=[O:31])[NH:13][C:14]1[CH:15]=[N:16][C:17]([O:20][C:21](=[O:30])[N:22]([CH3:29])[C:23]2[CH:28]=[CH:27][CH:26]=[CH:25][CH:24]=2)=[CH:18][CH:19]=1)[CH2:7][C:8]([OH:10])=O.[CH3:33][N:34]1[CH2:39][CH2:38][NH:37][CH2:36][CH2:35]1. (9) The reactants are Br[C:2]1[CH:3]=[C:4]([C@:8]2([CH3:24])[CH2:13][C:12](=[O:14])[N:11]([CH3:15])[C:10](=[N:16][C:17](=[O:23])[O:18][C:19]([CH3:22])([CH3:21])[CH3:20])[NH:9]2)[CH:5]=[CH:6][CH:7]=1.[Cl:25][C:26]1[CH:27]=[CH:28][C:29]([OH:35])=[C:30](B(O)O)[CH:31]=1.C([O-])([O-])=O.[K+].[K+]. The catalyst is C(COC)OC.C(O)(C)(C)C.[Pd]. The product is [Cl:25][C:26]1[CH:31]=[C:30]([C:2]2[CH:3]=[C:4]([C@:8]3([CH3:24])[CH2:13][C:12](=[O:14])[N:11]([CH3:15])[C:10](=[N:16][C:17](=[O:23])[O:18][C:19]([CH3:21])([CH3:22])[CH3:20])[NH:9]3)[CH:5]=[CH:6][CH:7]=2)[C:29]([OH:35])=[CH:28][CH:27]=1. The yield is 0.480.